This data is from Forward reaction prediction with 1.9M reactions from USPTO patents (1976-2016). The task is: Predict the product of the given reaction. (1) Given the reactants C[O:2][C:3](=[O:22])[CH2:4][CH2:5][C:6]1[CH:11]=[CH:10][C:9]([O:12][CH2:13][CH2:14][CH2:15][O:16]S(C)(=O)=O)=[CH:8][C:7]=1[CH3:21].[Cl:23][C:24]1[CH:29]=[CH:28][C:27](O)=[C:26]([O:31][C:32]2[CH:37]=[CH:36][CH:35]=[CH:34][CH:33]=2)[CH:25]=1, predict the reaction product. The product is: [Cl:23][C:24]1[CH:29]=[CH:28][C:27]([O:16][CH2:15][CH2:14][CH2:13][O:12][C:9]2[CH:10]=[CH:11][C:6]([CH2:5][CH2:4][C:3]([OH:2])=[O:22])=[C:7]([CH3:21])[CH:8]=2)=[C:26]([O:31][C:32]2[CH:33]=[CH:34][CH:35]=[CH:36][CH:37]=2)[CH:25]=1. (2) The product is: [Br:2][CH2:20][C:18]1[S:19][C:15]2[C:14]([C:22]3[CH:23]=[C:24]([CH:30]=[CH:31][CH:32]=3)[C:25]([O:27][CH2:28][CH3:29])=[O:26])=[CH:13][CH:12]=[C:11]([F:10])[C:16]=2[CH:17]=1. Given the reactants P(Br)(Br)[Br:2].C(OCC)C.[F:10][C:11]1[C:16]2[CH:17]=[C:18]([CH2:20]O)[S:19][C:15]=2[C:14]([C:22]2[CH:23]=[C:24]([CH:30]=[CH:31][CH:32]=2)[C:25]([O:27][CH2:28][CH3:29])=[O:26])=[CH:13][CH:12]=1, predict the reaction product.